Dataset: CYP2C9 inhibition data for predicting drug metabolism from PubChem BioAssay. Task: Regression/Classification. Given a drug SMILES string, predict its absorption, distribution, metabolism, or excretion properties. Task type varies by dataset: regression for continuous measurements (e.g., permeability, clearance, half-life) or binary classification for categorical outcomes (e.g., BBB penetration, CYP inhibition). Dataset: cyp2c9_veith. The molecule is O=C1CC(c2ccccc2)Cc2nc(N3CCc4ccccc4C3)ncc21. The result is 1 (inhibitor).